From a dataset of Forward reaction prediction with 1.9M reactions from USPTO patents (1976-2016). Predict the product of the given reaction. (1) Given the reactants [C:1]([OH:10])(=[O:9])[C:2]1[C:3](=[CH:5][CH:6]=[CH:7][CH:8]=1)[OH:4].[H-].[Na+].[CH2:13](Br)[C:14]1[CH:19]=[CH:18][CH:17]=[CH:16][CH:15]=1, predict the reaction product. The product is: [CH2:13]([O:9][C:1](=[O:10])[C:2]1[CH:8]=[CH:7][CH:6]=[CH:5][C:3]=1[O:4][CH2:1][C:2]1[CH:3]=[CH:5][CH:6]=[CH:7][CH:8]=1)[C:14]1[CH:19]=[CH:18][CH:17]=[CH:16][CH:15]=1. (2) The product is: [C:1]([O:5][C:6](=[O:35])[CH2:7][CH2:8][C:9]1[CH:14]=[CH:13][C:12]([O:15][Si:16]([C:29]([CH3:32])([CH3:31])[CH3:30])([C:23]2[CH:28]=[CH:27][CH:26]=[CH:25][CH:24]=2)[C:17]2[CH:22]=[CH:21][CH:20]=[CH:19][CH:18]=2)=[CH:11][C:10]=1[CH2:33][Br:56])([CH3:4])([CH3:3])[CH3:2]. Given the reactants [C:1]([O:5][C:6](=[O:35])[CH2:7][CH2:8][C:9]1[CH:14]=[CH:13][C:12]([O:15][Si:16]([C:29]([CH3:32])([CH3:31])[CH3:30])([C:23]2[CH:28]=[CH:27][CH:26]=[CH:25][CH:24]=2)[C:17]2[CH:22]=[CH:21][CH:20]=[CH:19][CH:18]=2)=[CH:11][C:10]=1[CH2:33]O)([CH3:4])([CH3:3])[CH3:2].C1(P(C2C=CC=CC=2)C2C=CC=CC=2)C=CC=CC=1.C(Br)(Br)(Br)[Br:56], predict the reaction product.